This data is from Caco-2 cell permeability data measuring drug intestinal absorption for ~900 compounds. The task is: Regression/Classification. Given a drug SMILES string, predict its absorption, distribution, metabolism, or excretion properties. Task type varies by dataset: regression for continuous measurements (e.g., permeability, clearance, half-life) or binary classification for categorical outcomes (e.g., BBB penetration, CYP inhibition). For this dataset (caco2_wang), we predict Y. (1) The compound is CN1C(=O)CC(N2CCCN(CC/C=C3/c4ccccc4COc4ccc(C(=O)O)cc43)CC2)N(C)C1=O. The Y is -5.42 log Papp (cm/s). (2) The Y is -4.77 log Papp (cm/s). The drug is O=C(O)c1ccccc1-c1c2ccc(=O)cc-2oc2cc(O)ccc12. (3) The drug is CCOc1ccccc1OCC1CNCCO1. The Y is -4.39 log Papp (cm/s). (4) The drug is O=C1C[C@@H]2OCC=C3CN4CC[C@]56c7ccccc7N1[C@H]5[C@H]2[C@H]3C[C@H]46. The Y is -4.51 log Papp (cm/s).